This data is from Forward reaction prediction with 1.9M reactions from USPTO patents (1976-2016). The task is: Predict the product of the given reaction. (1) Given the reactants [C:1]([C:3]1[CH:15]=[C:14]2[C:6]([C:7]3[C:8](=[O:30])[C:9]4[CH:21]=[CH:20][C:19](OS(C(F)(F)F)(=O)=O)=[CH:18][C:10]=4[C:11]([CH3:17])([CH3:16])[C:12]=3[NH:13]2)=[CH:5][CH:4]=1)#[N:2].O.[CH:32]([O-:34])=[O:33].[Li+].C1(P(C2C=CC=CC=2)C2C3OC4C(=CC=CC=4P(C4C=CC=CC=4)C4C=CC=CC=4)C(C)(C)C=3C=CC=2)C=CC=CC=1.[Cl-].[Li+].C(N(CC)C(C)C)(C)C.C(OC(=O)C)(=O)C, predict the reaction product. The product is: [C:1]([C:3]1[CH:15]=[C:14]2[C:6]([C:7]3[C:8](=[O:30])[C:9]4[CH:21]=[CH:20][C:19]([C:32]([OH:34])=[O:33])=[CH:18][C:10]=4[C:11]([CH3:17])([CH3:16])[C:12]=3[NH:13]2)=[CH:5][CH:4]=1)#[N:2]. (2) The product is: [Br:1][C:2]1[CH:3]=[C:4]([CH:8]2[CH2:14][NH:13][CH2:12][CH2:11][CH2:10][O:9]2)[CH:5]=[CH:6][CH:7]=1. Given the reactants [Br:1][C:2]1[CH:3]=[C:4]([CH:8]2[CH2:14][N:13]([C@@H](C3C=CC=CC=3)C)[CH2:12][CH2:11][CH2:10][O:9]2)[CH:5]=[CH:6][CH:7]=1.ClC(OC(Cl)C)=O.CO, predict the reaction product. (3) Given the reactants [NH2:1][C:2]1[CH:7]=[CH:6][C:5]([C:8]2[C:16]3[C:11](=[N:12][CH:13]=[N:14][C:15]=3[NH2:17])[N:10]([CH:18]3[CH2:23][CH2:22][CH:21]([N:24]4[CH2:29][CH2:28][N:27]([CH3:30])[CH2:26][CH2:25]4)[CH2:20][CH2:19]3)[N:9]=2)=[CH:4][C:3]=1[O:31][CH3:32].C(=O)([O-])[O-].[K+].[K+].Cl[CH2:40][C:41](Cl)=[O:42].[NH2:44][C:45]1[CH:50]=[CH:49][CH:48]=[CH:47][CH:46]=1, predict the reaction product. The product is: [NH2:17][C:15]1[N:14]=[CH:13][N:12]=[C:11]2[N:10]([C@H:18]3[CH2:23][CH2:22][C@@H:21]([N:24]4[CH2:25][CH2:26][N:27]([CH3:30])[CH2:28][CH2:29]4)[CH2:20][CH2:19]3)[N:9]=[C:8]([C:5]3[CH:6]=[CH:7][C:2]([NH:1][C:41](=[O:42])[CH2:40][NH:44][C:45]4[CH:50]=[CH:49][CH:48]=[CH:47][CH:46]=4)=[C:3]([O:31][CH3:32])[CH:4]=3)[C:16]=12. (4) Given the reactants C[O:2][C:3](=[O:29])[C:4]1[CH:9]=[CH:8][CH:7]=[C:6]([CH2:10][O:11][NH:12][C:13](=[O:28])[C:14]2[CH:19]=[CH:18][CH:17]=[CH:16][C:15]=2[NH:20][CH2:21][C:22]2[CH:27]=[CH:26][N:25]=[CH:24][CH:23]=2)[CH:5]=1.[OH-].[Na+].Cl, predict the reaction product. The product is: [N:25]1[CH:26]=[CH:27][C:22]([CH2:21][NH:20][C:15]2[CH:16]=[CH:17][CH:18]=[CH:19][C:14]=2[C:13]([NH:12][O:11][CH2:10][C:6]2[CH:5]=[C:4]([CH:9]=[CH:8][CH:7]=2)[C:3]([OH:29])=[O:2])=[O:28])=[CH:23][CH:24]=1. (5) Given the reactants [C:1]([O:5][C:6](=[O:20])[NH:7][CH2:8][CH2:9][C:10]#[C:11][C:12]1[CH:17]=[CH:16][C:15]([C:18]#[N:19])=[CH:14][CH:13]=1)([CH3:4])([CH3:3])[CH3:2].[H][H], predict the reaction product. The product is: [C:1]([O:5][C:6](=[O:20])[NH:7][CH2:8][CH2:9][CH2:10][CH2:11][C:12]1[CH:13]=[CH:14][C:15]([C:18]#[N:19])=[CH:16][CH:17]=1)([CH3:4])([CH3:2])[CH3:3].